Regression. Given a peptide amino acid sequence and an MHC pseudo amino acid sequence, predict their binding affinity value. This is MHC class I binding data. From a dataset of Peptide-MHC class I binding affinity with 185,985 pairs from IEDB/IMGT. (1) The peptide sequence is LANPTADDF. The MHC is HLA-B18:01 with pseudo-sequence HLA-B18:01. The binding affinity (normalized) is 0.0847. (2) The peptide sequence is CQLAKTCPV. The MHC is HLA-A02:02 with pseudo-sequence HLA-A02:02. The binding affinity (normalized) is 0.652.